The task is: Regression/Classification. Given a drug SMILES string, predict its absorption, distribution, metabolism, or excretion properties. Task type varies by dataset: regression for continuous measurements (e.g., permeability, clearance, half-life) or binary classification for categorical outcomes (e.g., BBB penetration, CYP inhibition). Dataset: b3db_classification.. This data is from Blood-brain barrier permeability classification from the B3DB database. (1) The result is 0 (does not penetrate BBB). The molecule is CC[N+](C)(CC)CCOC(=O)C(O)(c1ccccc1)C1CCCCC1. (2) The drug is COc1ccc([C@H]2[C@@H](S(=O)(=O)c3ccc(Cl)cc3)C2(C#N)C#N)cc1. The result is 1 (penetrates BBB). (3) The molecule is CN(CCCCCCN(C)C(=O)Oc1ccc[n+](C)c1)C(=O)Oc1ccc[n+](C)c1. The result is 0 (does not penetrate BBB). (4) The molecule is CCCC(=O)N(C)Cc1c(-c2ccc(Cl)cc2)nc2ccccn12. The result is 1 (penetrates BBB). (5) The compound is C[C@@H]1C[C@H]2[C@@H]3C[C@H](F)C4=CC(=O)C=C[C@]4(C)[C@@]3(Cl)[C@@H](O)C[C@]2(C)[C@H]1C(=O)CO. The result is 1 (penetrates BBB). (6) The molecule is CC1=CC2[C@@H]3C[C@@H](C)[C@](O)(C(=O)COC(=O)c4cccc(S(=O)(=O)O)c4)[C@@]3(C)C[C@H](O)[C@@H]2[C@@]2(C)Cc3cnn(-c4ccccc4)c3C=C12. The result is 1 (penetrates BBB). (7) The drug is C[C@@H]1CC2C3C[C@H](F)C4=CC(=O)C=C[C@]4(C)[C@@]3(F)[C@@H](O)C[C@]2(C)[C@@]1(O)C(=O)COC(=O)C(C)(C)C. The result is 1 (penetrates BBB).